The task is: Predict the product of the given reaction.. This data is from Forward reaction prediction with 1.9M reactions from USPTO patents (1976-2016). (1) Given the reactants [S:1]1[CH2:6][CH2:5][N:4]([C:7]2[CH:13]=[CH:12][C:10]([NH2:11])=[CH:9][CH:8]=2)[CH2:3][CH2:2]1.[C:14](N1C=CN=C1)(N1C=CN=C1)=[O:15].[CH3:26][O:27][C:28]1[CH:37]=[CH:36][C:35]([N:38]2[CH2:43][CH2:42][N:41]([CH3:44])[CH2:40][CH2:39]2)=[C:34]2[C:29]=1[CH2:30][CH2:31][NH:32][CH2:33]2.C(N(CC)CC)C, predict the reaction product. The product is: [N:4]1([C:7]2[CH:13]=[CH:12][C:10]([NH:11][C:14]([N:32]3[CH2:31][CH2:30][C:29]4[C:34](=[C:35]([N:38]5[CH2:39][CH2:40][N:41]([CH3:44])[CH2:42][CH2:43]5)[CH:36]=[CH:37][C:28]=4[O:27][CH3:26])[CH2:33]3)=[O:15])=[CH:9][CH:8]=2)[CH2:5][CH2:6][S:1][CH2:2][CH2:3]1. (2) Given the reactants Br[C:2]1[CH:7]=[CH:6][C:5]([C@:8]2([NH:18][C:19](=[O:27])[C:20]3[CH:25]=[CH:24][C:23]([F:26])=[CH:22][CH:21]=3)[C:13]3=[N:14][CH:15]=[CH:16][CH:17]=[C:12]3[O:11][CH2:10][CH2:9]2)=[CH:4][CH:3]=1.[O-]P([O-])([O-])=O.[K+].[K+].[K+].B(O)O.[C:39]1(B(O)O)[CH:44]=[CH:43][CH:42]=[CH:41][CH:40]=1, predict the reaction product. The product is: [C:2]1([C:39]2[CH:44]=[CH:43][CH:42]=[CH:41][CH:40]=2)[CH:7]=[CH:6][C:5]([C@:8]2([NH:18][C:19](=[O:27])[C:20]3[CH:25]=[CH:24][C:23]([F:26])=[CH:22][CH:21]=3)[C:13]3=[N:14][CH:15]=[CH:16][CH:17]=[C:12]3[O:11][CH2:10][CH2:9]2)=[CH:4][CH:3]=1. (3) Given the reactants [CH:1]1([NH:6][C:7]2[C:12](/[CH:13]=[CH:14]/[C:15](OC)=[O:16])=[CH:11][N:10]=[C:9]([S:19][CH3:20])[N:8]=2)[CH2:5][CH2:4][CH2:3][CH2:2]1.C1CCN2C(=NCCC2)CC1.O, predict the reaction product. The product is: [CH:1]1([N:6]2[C:7]3[N:8]=[C:9]([S:19][CH3:20])[N:10]=[CH:11][C:12]=3[CH:13]=[CH:14][C:15]2=[O:16])[CH2:5][CH2:4][CH2:3][CH2:2]1. (4) The product is: [CH2:1]([O:3][C:4](=[O:5])[NH:6][C:7]1[CH:29]=[CH:28][CH:27]=[C:9]([CH2:10][N:11]2[C:16](=[O:17])[CH:15]=[CH:14][C:13]([C:18]3[CH:26]=[CH:25][CH:24]=[C:20]([C:21](=[O:22])[NH:42][CH2:41][CH2:40][CH2:39][CH2:38][NH:37][C:35]([O:34][C:30]([CH3:33])([CH3:32])[CH3:31])=[O:36])[CH:19]=3)=[N:12]2)[CH:8]=1)[CH3:2]. Given the reactants [CH2:1]([O:3][C:4]([NH:6][C:7]1[CH:8]=[C:9]([CH:27]=[CH:28][CH:29]=1)[CH2:10][N:11]1[C:16](=[O:17])[CH:15]=[CH:14][C:13]([C:18]2[CH:19]=[C:20]([CH:24]=[CH:25][CH:26]=2)[C:21](O)=[O:22])=[N:12]1)=[O:5])[CH3:2].[C:30]([O:34][C:35]([NH:37][CH2:38][CH2:39][CH2:40][CH2:41][NH2:42])=[O:36])([CH3:33])([CH3:32])[CH3:31].CN1CCOCC1.ON1C2C=CC=CC=2N=N1.Cl.CN(C)CCCN=C=NCC, predict the reaction product. (5) Given the reactants [Cl:1][C:2]1[CH:7]=[C:6](Cl)[CH:5]=[C:4]([Cl:9])[N:3]=1.[C:10]([O:14][C:15]([NH:17]C1CCNC1)=[O:16])([CH3:13])([CH3:12])[CH3:11].O.C[N:25]1[C:29](=O)[CH2:28][CH2:27][CH2:26]1, predict the reaction product. The product is: [Cl:1][C:2]1[CH:7]=[C:6]([N:25]2[CH2:26][CH2:27][CH2:28][CH:29]2[NH:17][C:15]([O:14][C:10]([CH3:13])([CH3:12])[CH3:11])=[O:16])[CH:5]=[C:4]([Cl:9])[N:3]=1. (6) Given the reactants [N:1]([CH2:4][C:5]([O:7][CH2:8][CH3:9])=[O:6])=[C:2]=[O:3].[C:10]1([CH2:16][N:17]2[C:22](=[O:23])[CH2:21][C:20](=[O:24])[NH:19][C:18]2=[O:25])[CH:15]=[CH:14][CH:13]=[CH:12][CH:11]=1.C(N(C(C)C)C(C)C)C, predict the reaction product. The product is: [OH:24][C:20]1[NH:19][C:18](=[O:25])[N:17]([CH2:16][C:10]2[CH:11]=[CH:12][CH:13]=[CH:14][CH:15]=2)[C:22](=[O:23])[C:21]=1[C:2]([NH:1][CH2:4][C:5]([O:7][CH2:8][CH3:9])=[O:6])=[O:3]. (7) Given the reactants [CH3:1][C:2]1[N:3]=[N:4][NH:5][CH:6]=1.[H-].[Na+].CS(O[CH2:14][CH:15]1[CH2:20][CH2:19][N:18]([C:21](=[O:38])/[CH:22]=[CH:23]/[C:24]2[CH:29]=[CH:28][C:27]([Cl:30])=[CH:26][C:25]=2[CH2:31][N:32]2[N:36]=[N:35][C:34]([CH3:37])=[N:33]2)[CH2:17][CH2:16]1)(=O)=O.CCOC(C)=O, predict the reaction product. The product is: [Cl:30][C:27]1[CH:28]=[CH:29][C:24](/[CH:23]=[CH:22]/[C:21]([N:18]2[CH2:19][CH2:20][CH:15]([CH2:14][N:4]3[N:3]=[C:2]([CH3:1])[CH:6]=[N:5]3)[CH2:16][CH2:17]2)=[O:38])=[C:25]([CH2:31][N:32]2[N:36]=[N:35][C:34]([CH3:37])=[N:33]2)[CH:26]=1. (8) Given the reactants [S:1]1[CH:5]=[CH:4][CH:3]=[C:2]1[C:6]1[CH:14]=[CH:13][C:9]([C:10]([OH:12])=O)=[CH:8][CH:7]=1.CCN=C=NCCCN(C)C.Cl.C1C=CC2N(O)N=NC=2C=1.CCN(C(C)C)C(C)C.[NH:46]1[CH2:50][CH2:49][CH2:48][C@H:47]1[CH2:51][N:52]1[CH2:56][CH2:55][CH2:54][CH2:53]1, predict the reaction product. The product is: [N:52]1([CH2:51][C@@H:47]2[CH2:48][CH2:49][CH2:50][N:46]2[C:10]([C:9]2[CH:8]=[CH:7][C:6]([C:2]3[S:1][CH:5]=[CH:4][CH:3]=3)=[CH:14][CH:13]=2)=[O:12])[CH2:56][CH2:55][CH2:54][CH2:53]1. (9) Given the reactants [N:1]([CH2:4][CH:5]1[CH2:9][C:8]2[CH:10]=[CH:11][CH:12]=[C:13]([C:14]3[CH:19]=[CH:18][CH:17]=[C:16]([O:20][CH3:21])[CH:15]=3)[C:7]=2[O:6]1)=[N+]=[N-], predict the reaction product. The product is: [CH3:21][O:20][C:16]1[CH:15]=[C:14]([C:13]2[C:7]3[O:6][CH:5]([CH2:4][NH2:1])[CH2:9][C:8]=3[CH:10]=[CH:11][CH:12]=2)[CH:19]=[CH:18][CH:17]=1. (10) Given the reactants [CH3:1][O:2][C:3](=[O:55])[CH2:4][NH:5][C:6](=[O:54])[C@H:7]([NH:11][C:12](=[O:53])[C@H:13](NC(OCC1C2C=CC=CC=2C2C1=CC=CC=2)=O)[CH2:14][S:15][C:16]([C:29]1[CH:34]=[CH:33][CH:32]=[CH:31][CH:30]=1)([C:23]1[CH:28]=[CH:27][CH:26]=[CH:25][CH:24]=1)[C:17]1[CH:22]=[CH:21][CH:20]=[CH:19][CH:18]=1)[CH:8]([CH3:10])[CH3:9].[NH:56](CC)CC.[C:61]([NH:78][C@@H:79]([C:81](O)=[O:82])[CH3:80])([O:63][CH2:64][CH:65]1[C:77]2[C:72](=[CH:73][CH:74]=[CH:75][CH:76]=2)[C:71]2[C:66]1=[CH:67][CH:68]=[CH:69][CH:70]=2)=[O:62].CCN=C=NCCCN(C)C.Cl.C1C=CC2N(O)N=NC=2C=1.CCN(C(C)C)C(C)C, predict the reaction product. The product is: [CH3:1][O:2][C:3](=[O:55])[CH2:4][NH:5][C:6](=[O:54])[C@H:7]([NH:11][C:12](=[O:53])[C@H:13]([NH:56][C:81](=[O:82])[C@H:79]([NH:78][C:61]([O:63][CH2:64][CH:65]1[C:66]2[CH:71]=[CH:70][CH:69]=[CH:68][C:67]=2[C:76]2[C:77]1=[CH:72][CH:73]=[CH:74][CH:75]=2)=[O:62])[CH3:80])[CH2:14][S:15][C:16]([C:29]1[CH:34]=[CH:33][CH:32]=[CH:31][CH:30]=1)([C:17]1[CH:18]=[CH:19][CH:20]=[CH:21][CH:22]=1)[C:23]1[CH:24]=[CH:25][CH:26]=[CH:27][CH:28]=1)[CH:8]([CH3:10])[CH3:9].